From a dataset of CYP2C9 inhibition data for predicting drug metabolism from PubChem BioAssay. Regression/Classification. Given a drug SMILES string, predict its absorption, distribution, metabolism, or excretion properties. Task type varies by dataset: regression for continuous measurements (e.g., permeability, clearance, half-life) or binary classification for categorical outcomes (e.g., BBB penetration, CYP inhibition). Dataset: cyp2c9_veith. The compound is CN(C)C(=O)c1ccc(-c2nc(Nc3ccncc3)c3ccccc3n2)cc1. The result is 0 (non-inhibitor).